From a dataset of Full USPTO retrosynthesis dataset with 1.9M reactions from patents (1976-2016). Predict the reactants needed to synthesize the given product. (1) The reactants are: [C:1]([C:3]([C:6]1[CH:7]=[C:8]([CH:29]=[CH:30][CH:31]=1)[C:9]([NH:11][C:12]1[CH:17]=[CH:16][C:15]([CH3:18])=[C:14]([O:19][C:20]2[CH:21]=[N:22][C:23]([N+:26]([O-])=O)=[CH:24][CH:25]=2)[CH:13]=1)=[O:10])([CH3:5])[CH3:4])#[N:2]. Given the product [NH2:26][C:23]1[N:22]=[CH:21][C:20]([O:19][C:14]2[CH:13]=[C:12]([NH:11][C:9](=[O:10])[C:8]3[CH:29]=[CH:30][CH:31]=[C:6]([C:3]([C:1]#[N:2])([CH3:5])[CH3:4])[CH:7]=3)[CH:17]=[CH:16][C:15]=2[CH3:18])=[CH:25][CH:24]=1, predict the reactants needed to synthesize it. (2) Given the product [C:1]([O:5][C:6](=[O:19])[C:7]([S:10][C:11]1[S:12][CH:13]=[C:14]([CH2:16][CH2:17][N:18]([C:21]2[C:26]([Cl:27])=[CH:25][C:24]([C:28]([O:30][CH3:31])=[O:29])=[CH:23][N:22]=2)[CH2:32][CH2:33][CH2:34][CH2:35][CH2:36][CH2:37][CH3:38])[N:15]=1)([CH3:9])[CH3:8])([CH3:2])([CH3:4])[CH3:3], predict the reactants needed to synthesize it. The reactants are: [C:1]([O:5][C:6](=[O:19])[C:7]([S:10][C:11]1[S:12][CH:13]=[C:14]([CH2:16][CH2:17][NH2:18])[N:15]=1)([CH3:9])[CH3:8])([CH3:4])([CH3:3])[CH3:2].Cl[C:21]1[C:26]([Cl:27])=[CH:25][C:24]([C:28]([O:30][CH3:31])=[O:29])=[CH:23][N:22]=1.[CH2:32](I)[CH2:33][CH2:34][CH2:35][CH2:36][CH2:37][CH3:38].CC(C)([O-])C.[K+]. (3) Given the product [CH:1]([C:4]1([C:13]([OH:15])=[O:14])[CH2:8][CH2:7][C:6](=[O:9])[CH2:5]1)([CH3:3])[CH3:2], predict the reactants needed to synthesize it. The reactants are: [CH:1]([C:4]1([C:13]([O:15]C(C)(C)C)=[O:14])[CH2:8][CH2:7][C:6](OC)([O:9]C)[CH2:5]1)([CH3:3])[CH3:2].O. (4) Given the product [NH:26]1[CH:27]=[N:28][C:24]([C:21]2[CH:22]=[C:23]3[C:18](=[CH:19][CH:20]=2)[NH:17][N:16]=[C:15]3[C:11]2[CH:10]=[C:9]([NH:8][C:6]([CH:1]3[CH2:2][CH2:3][CH2:4][CH2:5]3)=[O:7])[CH:14]=[CH:13][CH:12]=2)=[N:25]1, predict the reactants needed to synthesize it. The reactants are: [CH:1]1([C:6]([NH:8][C:9]2[CH:14]=[CH:13][CH:12]=[C:11]([C:15]3[C:23]4[C:18](=[CH:19][CH:20]=[C:21]([C:24]5[N:28]=[CH:27][N:26](C(C6C=CC=CC=6)(C6C=CC=CC=6)C6C=CC=CC=6)[N:25]=5)[CH:22]=4)[N:17](C4CCCCO4)[N:16]=3)[CH:10]=2)=[O:7])[CH2:5][CH2:4][CH2:3][CH2:2]1.